Task: Binary Classification. Given a drug SMILES string, predict its activity (active/inactive) in a high-throughput screening assay against a specified biological target.. Dataset: HIV replication inhibition screening data with 41,000+ compounds from the AIDS Antiviral Screen The result is 0 (inactive). The molecule is O=C(O)Cc1cc(=O)oc2cc(O)c(Cl)cc12.